From a dataset of Forward reaction prediction with 1.9M reactions from USPTO patents (1976-2016). Predict the product of the given reaction. Given the reactants [CH2:1]([O:3][C:4](=[O:16])[C:5]1[CH:10]=[CH:9][C:8]([C:11]([F:14])([F:13])[F:12])=[CH:7][C:6]=1I)[CH3:2].C([Sn](CCCC)(CCCC)[C:22]1[CH:27]=[CH:26][N:25]=[N:24][CH:23]=1)CCC.[F-].[Cs+], predict the reaction product. The product is: [N:24]1[CH:23]=[CH:22][C:27]([C:6]2[CH:7]=[C:8]([C:11]([F:14])([F:13])[F:12])[CH:9]=[CH:10][C:5]=2[C:4]([O:3][CH2:1][CH3:2])=[O:16])=[CH:26][N:25]=1.